From a dataset of Peptide-MHC class I binding affinity with 185,985 pairs from IEDB/IMGT. Regression. Given a peptide amino acid sequence and an MHC pseudo amino acid sequence, predict their binding affinity value. This is MHC class I binding data. (1) The MHC is HLA-A02:06 with pseudo-sequence HLA-A02:06. The binding affinity (normalized) is 1.00. The peptide sequence is RLLPSLLLLL. (2) The peptide sequence is TIMAAILAYT. The MHC is HLA-A02:03 with pseudo-sequence HLA-A02:03. The binding affinity (normalized) is 0.795. (3) The peptide sequence is VSGGRLPSL. The MHC is H-2-Kb with pseudo-sequence H-2-Kb. The binding affinity (normalized) is 0.584. (4) The peptide sequence is AVLTNALLL. The MHC is H-2-Db with pseudo-sequence H-2-Db. The binding affinity (normalized) is 0.500. (5) The peptide sequence is DTRGIFSAYT. The MHC is HLA-A02:01 with pseudo-sequence HLA-A02:01. The binding affinity (normalized) is 0.00850. (6) The peptide sequence is VTKSSSWKDV. The MHC is HLA-A02:01 with pseudo-sequence HLA-A02:01. The binding affinity (normalized) is 0. (7) The peptide sequence is KDGPKLKQW. The MHC is Mamu-B01 with pseudo-sequence Mamu-B01. The binding affinity (normalized) is 0.